This data is from Full USPTO retrosynthesis dataset with 1.9M reactions from patents (1976-2016). The task is: Predict the reactants needed to synthesize the given product. (1) Given the product [CH2:16]([O:13][C:10]([C:7]1[CH:6]=[CH:5][C:4]([F:3])=[CH:9][CH:8]=1)([CH3:11])[CH3:12])[CH:15]=[CH2:14], predict the reactants needed to synthesize it. The reactants are: [H-].[Na+].[F:3][C:4]1[CH:9]=[CH:8][C:7]([C:10]([OH:13])([CH3:12])[CH3:11])=[CH:6][CH:5]=1.[CH2:14](Br)[CH:15]=[CH2:16]. (2) Given the product [C:27]1([CH3:37])[CH:32]=[CH:31][CH:30]=[CH:29][C:28]=1[NH:33][C:34]([NH:36][C:38]([NH:24][CH2:23][CH2:22][CH2:21][C:18]1[CH:19]=[CH:20][C:15]([C:12]2[N:13]=[CH:14][N:10]([C:7]3[CH:6]=[CH:5][C:4]([O:3][C:2]([F:1])([F:25])[F:26])=[CH:9][CH:8]=3)[N:11]=2)=[CH:16][CH:17]=1)=[O:40])=[S:35], predict the reactants needed to synthesize it. The reactants are: [F:1][C:2]([F:26])([F:25])[O:3][C:4]1[CH:9]=[CH:8][C:7]([N:10]2[CH:14]=[N:13][C:12]([C:15]3[CH:20]=[CH:19][C:18]([CH2:21][CH2:22][CH2:23][NH2:24])=[CH:17][CH:16]=3)=[N:11]2)=[CH:6][CH:5]=1.[C:27]1([CH3:37])[CH:32]=[CH:31][CH:30]=[CH:29][C:28]=1[NH:33][C:34]([NH2:36])=[S:35].[C:38]([O-])(=[O:40])C.[Na+]. (3) Given the product [C:1]([N:5]1[C:9]([C:10]2[CH:15]=[CH:14][CH:13]=[CH:12][CH:11]=2)=[CH:8][C:7]([CH2:16][CH2:17][CH2:18][N:31]2[CH2:32][CH2:33][N:28]([C:22]3[CH:23]=[CH:24][CH:25]=[C:26]([CH3:27])[C:21]=3[CH3:20])[CH2:29][CH2:30]2)=[N:6]1)([CH3:4])([CH3:3])[CH3:2], predict the reactants needed to synthesize it. The reactants are: [C:1]([N:5]1[C:9]([C:10]2[CH:15]=[CH:14][CH:13]=[CH:12][CH:11]=2)=[CH:8][C:7]([CH2:16][CH2:17][CH:18]=O)=[N:6]1)([CH3:4])([CH3:3])[CH3:2].[CH3:20][C:21]1[C:26]([CH3:27])=[CH:25][CH:24]=[CH:23][C:22]=1[N:28]1[CH2:33][CH2:32][NH:31][CH2:30][CH2:29]1.CCN(C(C)C)C(C)C.[BH-](OC(C)=O)(OC(C)=O)OC(C)=O.[Na+].